Dataset: Full USPTO retrosynthesis dataset with 1.9M reactions from patents (1976-2016). Task: Predict the reactants needed to synthesize the given product. (1) Given the product [Cl:1][C:2]1[CH:3]=[C:4]([NH:10][C:11](=[O:12])[C:13]([OH:30])([C:24]2[CH:29]=[CH:28][CH:27]=[CH:26][CH:25]=2)[CH2:14][C:15]2[CH:16]=[CH:17][C:18]([C:19]([N:45]3[CH2:40][CH2:41][CH2:42][CH2:43][CH2:44]3)=[O:20])=[CH:22][CH:23]=2)[CH:5]=[CH:6][C:7]=1[C:8]#[N:9], predict the reactants needed to synthesize it. The reactants are: [Cl:1][C:2]1[CH:3]=[C:4]([NH:10][C:11]([C:13]([OH:30])([C:24]2[CH:29]=[CH:28][CH:27]=[CH:26][CH:25]=2)[CH2:14][C:15]2[CH:23]=[CH:22][C:18]([C:19](O)=[O:20])=[CH:17][CH:16]=2)=[O:12])[CH:5]=[CH:6][C:7]=1[C:8]#[N:9].CN(C(ON1N=N[C:41]2[CH:42]=[CH:43][CH:44]=[N:45][C:40]1=2)=[N+](C)C)C.F[P-](F)(F)(F)(F)F.N1CCCCC1.[Cl-].[NH4+]. (2) Given the product [CH2:12]([CH:14]1[CH2:19][CH2:18][CH2:17][CH2:16][C:15]1=[O:20])[CH3:13], predict the reactants needed to synthesize it. The reactants are: [Cr](Cl)([O-])(=O)=O.[NH+]1C=CC=CC=1.[CH2:12]([CH:14]1[CH2:19][CH2:18][CH2:17][CH2:16][CH:15]1[OH:20])[CH3:13]. (3) Given the product [F:11][C:12]1[CH:17]=[C:16]([F:18])[CH:15]=[CH:14][C:13]=1[C:2]1[CH:7]=[C:6]([N:8]([CH3:10])[CH3:9])[CH:5]=[CH:4][N:3]=1, predict the reactants needed to synthesize it. The reactants are: I[C:2]1[CH:7]=[C:6]([N:8]([CH3:10])[CH3:9])[CH:5]=[CH:4][N:3]=1.[F:11][C:12]1[CH:17]=[C:16]([F:18])[CH:15]=[CH:14][C:13]=1B(O)O.C([O-])([O-])=O.[K+].[K+].